From a dataset of Forward reaction prediction with 1.9M reactions from USPTO patents (1976-2016). Predict the product of the given reaction. Given the reactants C([Li])CCC.CCCCCC.[CH:12]1([C:16]([O:18][CH2:19][CH3:20])=[O:17])[CH2:15][CH2:14][CH2:13]1.Br[C:22]1[CH:27]=[CH:26][CH:25]=[CH:24][N:23]=1.C(P)(C)(C)C.CCCCCC, predict the reaction product. The product is: [N:23]1[CH:24]=[CH:25][CH:26]=[CH:27][C:22]=1[C:12]1([C:16]([O:18][CH2:19][CH3:20])=[O:17])[CH2:15][CH2:14][CH2:13]1.